This data is from Full USPTO retrosynthesis dataset with 1.9M reactions from patents (1976-2016). The task is: Predict the reactants needed to synthesize the given product. (1) Given the product [CH3:31][N:32]([CH2:34][C:35]1[CH:40]=[C:39]([C:2]2[CH:3]=[C:4]3[C:8](=[C:9]([C:11]([NH:13][CH2:14][C:15]4[C:16](=[O:25])[NH:17][C:18]([CH3:24])=[CH:19][C:20]=4[CH2:21][CH2:22][CH3:23])=[O:12])[CH:10]=2)[N:7]([CH3:26])[CH:6]=[C:5]3[CH:27]([CH3:28])[CH3:29])[CH:38]=[CH:37][CH:36]=1)[CH3:33], predict the reactants needed to synthesize it. The reactants are: Br[C:2]1[CH:3]=[C:4]2[C:8](=[C:9]([C:11]([NH:13][CH2:14][C:15]3[C:16](=[O:25])[NH:17][C:18]([CH3:24])=[CH:19][C:20]=3[CH2:21][CH2:22][CH3:23])=[O:12])[CH:10]=1)[N:7]([CH3:26])[CH:6]=[C:5]2[CH:27]([CH3:29])[CH3:28].Cl.[CH3:31][N:32]([CH2:34][C:35]1[CH:36]=[C:37](B2OC(C)(C)C(C)(C)O2)[CH:38]=[CH:39][CH:40]=1)[CH3:33]. (2) Given the product [O:23]=[S:24]1(=[O:30])[CH2:28][CH2:27][CH:26]([NH:29][C:20]([C:17]2[S:16][C:15]([CH2:14][CH2:13][C:3]3[C:4]([C:7]4[CH:12]=[CH:11][CH:10]=[CH:9][N:8]=4)=[N:5][O:6][C:2]=3[CH3:1])=[N:19][CH:18]=2)=[O:22])[CH2:25]1, predict the reactants needed to synthesize it. The reactants are: [CH3:1][C:2]1[O:6][N:5]=[C:4]([C:7]2[CH:12]=[CH:11][CH:10]=[CH:9][N:8]=2)[C:3]=1[CH2:13][CH2:14][C:15]1[S:16][C:17]([C:20]([OH:22])=O)=[CH:18][N:19]=1.[O:23]=[S:24]1(=[O:30])[CH2:28][CH2:27][CH:26]([NH2:29])[CH2:25]1.